From a dataset of NCI-60 drug combinations with 297,098 pairs across 59 cell lines. Regression. Given two drug SMILES strings and cell line genomic features, predict the synergy score measuring deviation from expected non-interaction effect. (1) Drug 1: C1CCN(CC1)CCOC2=CC=C(C=C2)C(=O)C3=C(SC4=C3C=CC(=C4)O)C5=CC=C(C=C5)O. Drug 2: C1CNP(=O)(OC1)N(CCCl)CCCl. Cell line: A498. Synergy scores: CSS=-1.62, Synergy_ZIP=-1.82, Synergy_Bliss=-4.85, Synergy_Loewe=-42.9, Synergy_HSA=-3.50. (2) Drug 1: C1=NC2=C(N1)C(=S)N=C(N2)N. Drug 2: COCCOC1=C(C=C2C(=C1)C(=NC=N2)NC3=CC=CC(=C3)C#C)OCCOC.Cl. Cell line: OVCAR-5. Synergy scores: CSS=44.2, Synergy_ZIP=-1.51, Synergy_Bliss=0.488, Synergy_Loewe=-4.60, Synergy_HSA=3.33. (3) Drug 1: CC1CCC2CC(C(=CC=CC=CC(CC(C(=O)C(C(C(=CC(C(=O)CC(OC(=O)C3CCCCN3C(=O)C(=O)C1(O2)O)C(C)CC4CCC(C(C4)OC)O)C)C)O)OC)C)C)C)OC. Drug 2: CC1C(C(CC(O1)OC2CC(CC3=C2C(=C4C(=C3O)C(=O)C5=C(C4=O)C(=CC=C5)OC)O)(C(=O)CO)O)N)O.Cl. Cell line: K-562. Synergy scores: CSS=35.9, Synergy_ZIP=-1.56, Synergy_Bliss=0.809, Synergy_Loewe=-0.774, Synergy_HSA=0.542.